Dataset: Full USPTO retrosynthesis dataset with 1.9M reactions from patents (1976-2016). Task: Predict the reactants needed to synthesize the given product. Given the product [Cl:1][C:2]1[CH:3]=[CH:4][C:5]([OH:11])=[C:6]([CH:10]=1)[C:7]([NH:17][C:16]1[CH:18]=[CH:19][CH:20]=[C:14]([CH:12]=[CH2:13])[CH:15]=1)=[O:9], predict the reactants needed to synthesize it. The reactants are: [Cl:1][C:2]1[CH:10]=[C:6]([C:7]([OH:9])=O)[C:5]([OH:11])=[CH:4][CH:3]=1.[CH:12]([C:14]1[CH:15]=[C:16]([CH:18]=[CH:19][CH:20]=1)[NH2:17])=[CH2:13].